Dataset: M1 muscarinic receptor antagonist screen with 61,756 compounds. Task: Binary Classification. Given a drug SMILES string, predict its activity (active/inactive) in a high-throughput screening assay against a specified biological target. (1) The molecule is S(=O)(=O)(N1CC(CCC1)C(=O)Nc1sc2c(n1)c(ccc2)C)c1c2nonc2ccc1. The result is 0 (inactive). (2) The result is 0 (inactive). The molecule is S(=O)(=O)(NCCO)c1c(ccc(c1)c1nnc(OC)c2c1cccc2)C. (3) The drug is O(C(=O)C(c1nc2c(nc1N1CCCC1)cccc2)C#N)C. The result is 0 (inactive). (4) The drug is S(=O)(=O)(N)c1cc(C(=O)NCC2(N3CCCCC3)CCCCC2)c(OC)cc1. The result is 0 (inactive). (5) The molecule is OC(=O)C(n1c(ccc1C)C)Cc1ccccc1. The result is 0 (inactive). (6) The compound is O(c1ccc(c2n(c(CCC(O)=O)cc2)CC=C)cc1)C. The result is 0 (inactive). (7) The drug is O=C1N(C2CCCCC2)C(c2c1cccc2)C(=O)NC1CCCC1. The result is 0 (inactive). (8) The molecule is o1c(N2CCC(CC2)Cc2ccccc2)c(nc1Cc1ccccc1)C#N. The result is 0 (inactive). (9) The drug is S(=O)(=O)(Nc1cc(cc(c1)C(OC)=O)C(OC)=O)c1cc(oc1)C(=O)N. The result is 0 (inactive). (10) The molecule is S(CCC(=O)N1CCN(CC1)C(OCC)=O)c1ccccc1. The result is 0 (inactive).